The task is: Regression/Classification. Given a drug SMILES string, predict its absorption, distribution, metabolism, or excretion properties. Task type varies by dataset: regression for continuous measurements (e.g., permeability, clearance, half-life) or binary classification for categorical outcomes (e.g., BBB penetration, CYP inhibition). For this dataset (solubility_aqsoldb), we predict Y.. This data is from Aqueous solubility values for 9,982 compounds from the AqSolDB database. (1) The drug is Nc1nc2c(O)cccc2s1. The Y is -1.92 log mol/L. (2) The compound is Cc1cc2cc3c(C)cc(=O)oc3c(C)c2o1. The Y is -5.28 log mol/L.